This data is from Full USPTO retrosynthesis dataset with 1.9M reactions from patents (1976-2016). The task is: Predict the reactants needed to synthesize the given product. (1) Given the product [Cl:33][C:29]1[C:28]([F:34])=[C:27]([CH:32]=[CH:31][CH:30]=1)[CH2:26][NH:25][C:24]([C@@H:19]1[CH2:20][C@@H:21]([F:23])[CH2:22][N:18]1[C:16](=[O:17])[CH2:15][N:12]1[C:13]2[C:9](=[CH:8][CH:7]=[C:6]([O:5][CH2:4][CH2:3][OH:2])[CH:14]=2)[C:10]([C:36]([NH2:37])=[O:38])=[CH:11]1)=[O:35], predict the reactants needed to synthesize it. The reactants are: C[O:2][C:3](=O)[CH2:4][O:5][C:6]1[CH:14]=[C:13]2[C:9]([C:10]([C:36](=[O:38])[NH2:37])=[CH:11][N:12]2[CH2:15][C:16]([N:18]2[CH2:22][C@H:21]([F:23])[CH2:20][C@H:19]2[C:24](=[O:35])[NH:25][CH2:26][C:27]2[CH:32]=[CH:31][CH:30]=[C:29]([Cl:33])[C:28]=2[F:34])=[O:17])=[CH:8][CH:7]=1.[Li+].[BH4-]. (2) Given the product [C:38]([O:41][C:42]([N:28]1[C:29]2[C:25](=[C:24]([CH2:23][N:16]3[C:17]4[CH:22]=[CH:21][CH:20]=[CH:19][C:18]=4[N:14]([CH:11]4[CH2:12][CH2:13][N:8]([C:6]5[CH:7]=[C:2]([Cl:1])[CH:3]=[CH:4][C:5]=5[N+:34]([O-:36])=[O:35])[CH2:9][CH2:10]4)[C:15]3=[N:33][C:42]([O:41][C:38]([CH3:40])([CH3:39])[CH3:37])=[O:43])[CH:32]=[CH:31][CH:30]=2)[CH:26]=[CH:27]1)=[O:43])([CH3:40])([CH3:39])[CH3:37], predict the reactants needed to synthesize it. The reactants are: [Cl:1][C:2]1[CH:3]=[CH:4][C:5]([N+:34]([O-:36])=[O:35])=[C:6]([N:8]2[CH2:13][CH2:12][CH:11]([N:14]3[C:18]4[CH:19]=[CH:20][CH:21]=[CH:22][C:17]=4[N:16]([CH2:23][C:24]4[CH:32]=[CH:31][CH:30]=[C:29]5[C:25]=4[CH:26]=[CH:27][NH:28]5)[C:15]3=[NH:33])[CH2:10][CH2:9]2)[CH:7]=1.[CH3:37][C:38]([O:41][C:42](O[C:42]([O:41][C:38]([CH3:40])([CH3:39])[CH3:37])=[O:43])=[O:43])([CH3:40])[CH3:39]. (3) Given the product [F:1][C:2]1[CH:7]=[C:6]([F:8])[C:5]([F:9])=[CH:4][C:3]=1[C@@H:10]1[CH2:19][CH2:18][C:13]2([O:14][CH2:15][CH2:16][O:17]2)[CH2:12][C@H:11]1[C:20]([O:22][CH3:23])=[O:21], predict the reactants needed to synthesize it. The reactants are: [F:1][C:2]1[CH:7]=[C:6]([F:8])[C:5]([F:9])=[CH:4][C:3]=1[CH:10]1[CH2:19][CH2:18][C:13]2([O:17][CH2:16][CH2:15][O:14]2)[CH2:12][CH:11]1[C:20]([O-:22])=[O:21].[CH3:23][O-].[Na+].